Dataset: Peptide-MHC class I binding affinity with 185,985 pairs from IEDB/IMGT. Task: Regression. Given a peptide amino acid sequence and an MHC pseudo amino acid sequence, predict their binding affinity value. This is MHC class I binding data. The peptide sequence is TMKERRPIL. The MHC is HLA-B08:01 with pseudo-sequence HLA-B08:01. The binding affinity (normalized) is 0.944.